This data is from Catalyst prediction with 721,799 reactions and 888 catalyst types from USPTO. The task is: Predict which catalyst facilitates the given reaction. (1) Reactant: [CH:1]([O:4][C:5]1[CH:10]=[C:9]([C:11]2[CH:16]=[CH:15][N:14]3[N:17]=[CH:18][CH:19]=[C:13]3[N:12]=2)[CH:8]=[CH:7][N:6]=1)([CH3:3])[CH3:2].[Br:20]N1C(=O)CCC1=O. Product: [Br:20][C:19]1[CH:18]=[N:17][N:14]2[CH:15]=[CH:16][C:11]([C:9]3[CH:8]=[CH:7][N:6]=[C:5]([O:4][CH:1]([CH3:3])[CH3:2])[CH:10]=3)=[N:12][C:13]=12. The catalyst class is: 115. (2) Reactant: C([O:4][CH2:5][C@@:6]([NH:41]C(=O)C)([CH2:39][CH3:40])[CH2:7][CH2:8][C:9]1[N:10]([CH3:38])[C:11]([C:14]([O:25]C(=O)CCCC2C=CC(C)=CC=2)=[CH:15][CH2:16][CH2:17][C:18]2[CH:23]=[CH:22][C:21]([CH3:24])=[CH:20][CH:19]=2)=[CH:12][CH:13]=1)(=O)C.O.[OH-].[Li+].C(Cl)Cl. Product: [NH2:41][C@:6]([CH2:39][CH3:40])([CH2:7][CH2:8][C:9]1[N:10]([CH3:38])[C:11]([C:14](=[O:25])[CH2:15][CH2:16][CH2:17][C:18]2[CH:23]=[CH:22][C:21]([CH3:24])=[CH:20][CH:19]=2)=[CH:12][CH:13]=1)[CH2:5][OH:4]. The catalyst class is: 193. (3) Reactant: [Cl:1][C:2]1[S:6][C:5]([C:7]([NH:9][CH:10]2[CH2:15][CH2:14][CH2:13][N:12]([CH2:16][C:17]([OH:19])=O)[CH2:11]2)=[O:8])=[CH:4][CH:3]=1.C(N(C(C)C)C(C)C)C.[NH2:29][C:30]1[CH:35]=[CH:34][C:33]([N:36]2[CH:41]=[CH:40][CH:39]=[CH:38][C:37]2=[O:42])=[CH:32][C:31]=1[F:43].C1N(P(Cl)(N2C(=O)OCC2)=O)C(=O)OC1. Product: [F:43][C:31]1[CH:32]=[C:33]([N:36]2[CH:41]=[CH:40][CH:39]=[CH:38][C:37]2=[O:42])[CH:34]=[CH:35][C:30]=1[NH:29][C:17]([CH2:16][N:12]1[CH2:13][CH2:14][CH2:15][CH:10]([NH:9][C:7]([C:5]2[S:6][C:2]([Cl:1])=[CH:3][CH:4]=2)=[O:8])[CH2:11]1)=[O:19]. The catalyst class is: 444. (4) Product: [Cl:14][C:9]1[CH:10]=[N:11][CH:12]=[CH:13][C:8]=1[C:7]1[N:6]=[C:5]([NH2:15])[CH:4]=[N:3][C:2]=1[C:21]1[CH:22]=[CH:23][C:18]([C:17]([F:28])([F:27])[F:16])=[CH:19][CH:20]=1. Reactant: Br[C:2]1[N:3]=[CH:4][C:5]([NH2:15])=[N:6][C:7]=1[C:8]1[CH:13]=[CH:12][N:11]=[CH:10][C:9]=1[Cl:14].[F:16][C:17]([F:28])([F:27])[C:18]1[CH:23]=[CH:22][C:21](B(O)O)=[CH:20][CH:19]=1.C([O-])([O-])=O.[K+].[K+]. The catalyst class is: 518. (5) Reactant: [Br:1][C:2]1[CH:3]=[C:4]2[C:10]3([CH2:14][CH2:13][N:12]([C:15]([O:17][C:18]([CH3:21])([CH3:20])[CH3:19])=[O:16])[CH2:11]3)[CH2:9][NH:8][C:5]2=[CH:6][CH:7]=1.[Cl:22][C:23]1[S:27][C:26]([NH:28][C:29](=O)[O:30]C2C=CC([N+]([O-])=O)=CC=2)=[N:25][CH:24]=1.C(N(CC)CC)C. Product: [Br:1][C:2]1[CH:3]=[C:4]2[C:10]3([CH2:14][CH2:13][N:12]([C:15]([O:17][C:18]([CH3:21])([CH3:20])[CH3:19])=[O:16])[CH2:11]3)[CH2:9][N:8]([C:29](=[O:30])[NH:28][C:26]3[S:27][C:23]([Cl:22])=[CH:24][N:25]=3)[C:5]2=[CH:6][CH:7]=1. The catalyst class is: 18.